Dataset: NCI-60 drug combinations with 297,098 pairs across 59 cell lines. Task: Regression. Given two drug SMILES strings and cell line genomic features, predict the synergy score measuring deviation from expected non-interaction effect. (1) Drug 1: C1CN1C2=NC(=NC(=N2)N3CC3)N4CC4. Drug 2: C1C(C(OC1N2C=NC3=C2NC=NCC3O)CO)O. Cell line: COLO 205. Synergy scores: CSS=36.8, Synergy_ZIP=2.07, Synergy_Bliss=0.378, Synergy_Loewe=-5.01, Synergy_HSA=1.18. (2) Cell line: EKVX. Drug 1: CN(C)N=NC1=C(NC=N1)C(=O)N. Synergy scores: CSS=-4.80, Synergy_ZIP=1.45, Synergy_Bliss=1.15, Synergy_Loewe=0.212, Synergy_HSA=-0.373. Drug 2: COC1=C2C(=CC3=C1OC=C3)C=CC(=O)O2. (3) Drug 1: C1CN1P(=S)(N2CC2)N3CC3. Drug 2: CC1CCC2CC(C(=CC=CC=CC(CC(C(=O)C(C(C(=CC(C(=O)CC(OC(=O)C3CCCCN3C(=O)C(=O)C1(O2)O)C(C)CC4CCC(C(C4)OC)O)C)C)O)OC)C)C)C)OC. Cell line: HOP-92. Synergy scores: CSS=1.72, Synergy_ZIP=-2.27, Synergy_Bliss=-0.201, Synergy_Loewe=-5.88, Synergy_HSA=-2.26. (4) Drug 1: C1CN(P(=O)(OC1)NCCCl)CCCl. Drug 2: CCC1(C2=C(COC1=O)C(=O)N3CC4=CC5=C(C=CC(=C5CN(C)C)O)N=C4C3=C2)O.Cl. Cell line: 786-0. Synergy scores: CSS=27.1, Synergy_ZIP=0.0966, Synergy_Bliss=-1.15, Synergy_Loewe=-49.8, Synergy_HSA=-1.78. (5) Drug 1: CS(=O)(=O)C1=CC(=C(C=C1)C(=O)NC2=CC(=C(C=C2)Cl)C3=CC=CC=N3)Cl. Drug 2: C(=O)(N)NO. Cell line: HOP-92. Synergy scores: CSS=5.08, Synergy_ZIP=-2.35, Synergy_Bliss=-3.19, Synergy_Loewe=-4.25, Synergy_HSA=-4.14.